From a dataset of Full USPTO retrosynthesis dataset with 1.9M reactions from patents (1976-2016). Predict the reactants needed to synthesize the given product. (1) Given the product [Cl:5][C:6]1[CH:12]=[CH:11][C:9]([NH:10][C:33]([NH:32][C:27]2[CH:28]=[CH:29][CH:30]=[CH:31][C:26]=2[Cl:25])=[O:34])=[C:8]([OH:13])[C:7]=1[S:14]([N:17]1[CH2:22][CH2:21][S:20](=[O:24])(=[O:23])[CH2:19][CH2:18]1)(=[O:16])=[O:15], predict the reactants needed to synthesize it. The reactants are: NC(N)=O.[Cl:5][C:6]1[CH:12]=[CH:11][C:9]([NH2:10])=[C:8]([OH:13])[C:7]=1[S:14]([N:17]1[CH2:22][CH2:21][S:20](=[O:24])(=[O:23])[CH2:19][CH2:18]1)(=[O:16])=[O:15].[Cl:25][C:26]1[CH:31]=[CH:30][CH:29]=[CH:28][C:27]=1[N:32]=[C:33]=[O:34]. (2) Given the product [NH2:15][CH2:14][CH2:13][O:12][CH2:11][CH2:10][O:9][CH2:8][CH2:7][O:6][CH2:5][CH2:4][N:1]=[N+:2]=[N-:3], predict the reactants needed to synthesize it. The reactants are: [N:1]([CH2:4][CH2:5][O:6][CH2:7][CH2:8][O:9][CH2:10][CH2:11][O:12][CH2:13][CH2:14][N:15]1C(=O)C2=CC=CC=C2C1=O)=[N+:2]=[N-:3].O.NN. (3) Given the product [NH2:30][C:31]1[CH:36]=[CH:35][C:34]([O:37][C:20]2[CH:25]=[CH:24][N:23]=[C:22]([C:26]([O:28][CH3:29])=[O:27])[CH:21]=2)=[CH:33][CH:32]=1, predict the reactants needed to synthesize it. The reactants are: NC1C=C(C=CC=1)OC1C=CN=C(C(N)=O)C=1.Cl.Cl[C:20]1[CH:25]=[CH:24][N:23]=[C:22]([C:26]([O:28][CH3:29])=[O:27])[CH:21]=1.[NH2:30][C:31]1[CH:36]=[CH:35][C:34]([OH:37])=[CH:33][CH:32]=1. (4) Given the product [NH2:44][C@@H:18]1[C:17](=[O:52])[N:16]2[CH2:53][C@H:13]([O:12][C:9]3[C:10]4[C:5](=[CH:4][C:3]([O:54][CH3:55])=[C:2]([F:1])[CH:11]=4)[CH:6]=[CH:7][N:8]=3)[CH2:14][C@H:15]2[C:29](=[O:30])[NH:28][C@:27]2([C:32]([NH:33][S:34]([C:37]3([CH3:40])[CH2:38][CH2:39]3)(=[O:35])=[O:36])=[O:41])[CH2:31][C@H:26]2[CH:25]=[CH:24][CH2:23][CH2:22][C@@H:21]([CH3:42])[O:20][C@H:19]1[CH3:43], predict the reactants needed to synthesize it. The reactants are: [F:1][C:2]1[CH:11]=[C:10]2[C:5]([CH:6]=[CH:7][N:8]=[C:9]2[O:12][C@H:13]2[CH2:53][N:16]3[C:17](=[O:52])[C@@H:18]([NH:44]C(=O)OC(C)(C)C)[C@H:19]([CH3:43])[O:20][C@H:21]([CH3:42])[CH2:22][CH2:23][CH:24]=[CH:25][C@@H:26]4[CH2:31][C@@:27]4([C:32](=[O:41])[NH:33][S:34]([C:37]4([CH3:40])[CH2:39][CH2:38]4)(=[O:36])=[O:35])[NH:28][C:29](=[O:30])[C@@H:15]3[CH2:14]2)=[CH:4][C:3]=1[O:54][CH3:55].C(O)(C(F)(F)F)=O. (5) Given the product [CH2:1]([O:3][C:4]([C@@H:6]1[CH2:10][C@@H:9]([O:11][S:18]([CH3:19])(=[O:21])=[O:20])[CH2:8][C@H:7]1[C:12](=[O:17])[NH:13][CH2:14][C:15]#[N:16])=[O:5])[CH3:2], predict the reactants needed to synthesize it. The reactants are: [CH2:1]([O:3][C:4]([C@@H:6]1[CH2:10][C@H:9]([OH:11])[CH2:8][C@H:7]1[C:12](=[O:17])[NH:13][CH2:14][C:15]#[N:16])=[O:5])[CH3:2].[S:18]([O-])(=[O:21])(=[O:20])[CH3:19]. (6) The reactants are: [Br:1][C:2]1[CH:3]=[N:4][C:5]([NH:8][CH2:9][CH2:10][C@H:11]2[CH2:16][CH2:15][C@H:14]([CH2:17]OS(C)(=O)=O)[CH2:13][CH2:12]2)=[N:6][CH:7]=1.[CH3:23][NH:24][CH3:25].[Na+].[I-]. Given the product [Br:1][C:2]1[CH:3]=[N:4][C:5]([NH:8][CH2:9][CH2:10][C@H:11]2[CH2:16][CH2:15][C@H:14]([CH2:17][N:24]([CH3:25])[CH3:23])[CH2:13][CH2:12]2)=[N:6][CH:7]=1, predict the reactants needed to synthesize it. (7) The reactants are: Cl[CH2:2][C:3]1[N:13]([CH2:14][CH2:15][CH:16]2[CH2:21][CH2:20][CH2:19][CH2:18][CH2:17]2)[C:6]2[N:7]=[C:8]([C:11]#[N:12])[N:9]=[CH:10][C:5]=2[CH:4]=1.[C:22]([O:26][C:27]([N:29]1[CH2:45][CH2:44][C:32]2([N:36]([C:37]3[CH:42]=[CH:41][CH:40]=[CH:39][CH:38]=3)[CH2:35][NH:34][C:33]2=[O:43])[CH2:31][CH2:30]1)=[O:28])([CH3:25])([CH3:24])[CH3:23].[H-].[Na+]. Given the product [C:22]([O:26][C:27]([N:29]1[CH2:30][CH2:31][C:32]2([N:36]([C:37]3[CH:42]=[CH:41][CH:40]=[CH:39][CH:38]=3)[CH2:35][N:34]([CH2:2][C:3]3[N:13]([CH2:14][CH2:15][CH:16]4[CH2:21][CH2:20][CH2:19][CH2:18][CH2:17]4)[C:6]4[N:7]=[C:8]([C:11]#[N:12])[N:9]=[CH:10][C:5]=4[CH:4]=3)[C:33]2=[O:43])[CH2:44][CH2:45]1)=[O:28])([CH3:25])([CH3:23])[CH3:24], predict the reactants needed to synthesize it. (8) The reactants are: [C:1]([C:3]1[CH:8]=[C:7]([F:9])[C:6]([O:10][CH3:11])=[CH:5][C:4]=1[CH2:12][C:13]([OH:15])=O)#[N:2].O=S(Cl)[Cl:18]. Given the product [Cl:18][C:1]1[C:3]2[C:4](=[CH:5][C:6]([O:10][CH3:11])=[C:7]([F:9])[CH:8]=2)[CH:12]=[C:13]([OH:15])[N:2]=1, predict the reactants needed to synthesize it.